This data is from Reaction yield outcomes from USPTO patents with 853,638 reactions. The task is: Predict the reaction yield, written as a fraction of the theoretical maximum amount of product (1.0 means a 100% yield; for example, 0.34 means a 34% yield). (1) The reactants are I[C:2]1[CH:15]=[C:14]2[C:5]([NH:6][CH:7]=[C:8]2[CH2:9][CH2:10][N:11]([CH3:13])[CH3:12])=[CH:4][CH:3]=1.[Cu][C:17]#[N:18].[I-]. The catalyst is CN1CCCC1=O. The product is [CH3:12][N:11]([CH2:10][CH2:9][C:8]1[C:14]2[C:5](=[CH:4][CH:3]=[C:2]([C:17]#[N:18])[CH:15]=2)[NH:6][CH:7]=1)[CH3:13]. The yield is 0.820. (2) The reactants are [CH3:1][N:2]1[C:7](=[O:8])[C:6]2[C:9]([C:30]3[CH:35]=[CH:34][CH:33]=[CH:32][CH:31]=3)=[C:10]([C:12]3[CH:17]=[CH:16][C:15]([C:18]4([NH:22][C:23](=[O:29])[O:24][C:25]([CH3:28])([CH3:27])[CH3:26])[CH2:21][CH2:20][CH2:19]4)=[CH:14][CH:13]=3)[O:11][C:5]=2[N:4]=[C:3]1S(C)(=O)=O.[OH-].[Na+].C1C[O:45]CC1.CO. The catalyst is O. The product is [CH3:1][N:2]1[C:7](=[O:8])[C:6]2[C:9]([C:30]3[CH:35]=[CH:34][CH:33]=[CH:32][CH:31]=3)=[C:10]([C:12]3[CH:17]=[CH:16][C:15]([C:18]4([NH:22][C:23](=[O:29])[O:24][C:25]([CH3:28])([CH3:27])[CH3:26])[CH2:21][CH2:20][CH2:19]4)=[CH:14][CH:13]=3)[O:11][C:5]=2[NH:4][C:3]1=[O:45]. The yield is 0.790. (3) The reactants are [H-].C([Al+]CC(C)C)C(C)C.[Cl:11][C:12]1[CH:13]=[C:14]([CH2:19][CH2:20][NH:21][C:22]([C:24]2[CH:29]=[CH:28][C:27]([C:30]([CH3:33])([CH3:32])[CH3:31])=[CH:26][N:25]=2)=O)[CH:15]=[CH:16][C:17]=1[Cl:18].O. The catalyst is C1COCC1. The product is [C:30]([C:27]1[CH:28]=[CH:29][C:24]([CH2:22][NH:21][CH2:20][CH2:19][C:14]2[CH:15]=[CH:16][C:17]([Cl:18])=[C:12]([Cl:11])[CH:13]=2)=[N:25][CH:26]=1)([CH3:33])([CH3:31])[CH3:32]. The yield is 0.680. (4) The reactants are [CH2:1]([N:8]([CH2:12][Si](C)(C)C)[CH2:9]OC)[C:2]1[CH:7]=[CH:6][CH:5]=[CH:4][CH:3]=1.[F:17][C:18]([F:32])([F:31])[O:19][C:20]1[CH:25]=[CH:24][CH:23]=[C:22](/[CH:26]=[CH:27]/[N+:28]([O-:30])=[O:29])[CH:21]=1.C(O)(C(F)(F)F)=O. The catalyst is C(Cl)Cl. The product is [CH2:1]([N:8]1[CH2:9][C@@H:27]([N+:28]([O-:30])=[O:29])[C@H:26]([C:22]2[CH:23]=[CH:24][CH:25]=[C:20]([O:19][C:18]([F:17])([F:31])[F:32])[CH:21]=2)[CH2:12]1)[C:2]1[CH:3]=[CH:4][CH:5]=[CH:6][CH:7]=1. The yield is 0.510. (5) The reactants are C([NH:8][C:9]1[C:17]2[O:16][C:15]([CH3:19])([CH3:18])[CH:14]([C:20]3[CH:25]=[CH:24][C:23]([CH:26]([CH3:28])[CH3:27])=[CH:22][CH:21]=3)[C:13]=2[C:12]([CH3:29])=[C:11]([O:30][CH3:31])[C:10]=1[CH3:32])C1C=CC=CC=1. The catalyst is C(OCC)(=O)C.CCCCCC. The product is [CH:26]([C:23]1[CH:24]=[CH:25][C:20]([CH:14]2[C:13]3[C:12]([CH3:29])=[C:11]([O:30][CH3:31])[C:10]([CH3:32])=[C:9]([NH2:8])[C:17]=3[O:16][C:15]2([CH3:19])[CH3:18])=[CH:21][CH:22]=1)([CH3:28])[CH3:27]. The yield is 0.830.